This data is from Catalyst prediction with 721,799 reactions and 888 catalyst types from USPTO. The task is: Predict which catalyst facilitates the given reaction. (1) Reactant: Br[C:2]1[CH:7]=[CH:6][C:5]([C:8]2([C:11]3[N:15]4[CH2:16][CH2:17][S:18][C:19]([CH2:22][O:23][Si:24]([C:27]([CH3:30])([CH3:29])[CH3:28])([CH3:26])[CH3:25])([CH3:21])[CH2:20][C:14]4=[N:13][N:12]=3)[CH2:10][CH2:9]2)=[CH:4][CH:3]=1.[NH:31]1[CH:35]=[CH:34][C:33](B2OC(C)(C)C(C)(C)O2)=[N:32]1.C(=O)([O-])[O-].[K+].[K+]. Product: [Si:24]([O:23][CH2:22][C:19]1([CH3:21])[S:18][CH2:17][CH2:16][N:15]2[C:11]([C:8]3([C:5]4[CH:6]=[CH:7][C:2]([C:33]5[NH:32][N:31]=[CH:35][CH:34]=5)=[CH:3][CH:4]=4)[CH2:10][CH2:9]3)=[N:12][N:13]=[C:14]2[CH2:20]1)([C:27]([CH3:30])([CH3:29])[CH3:28])([CH3:26])[CH3:25]. The catalyst class is: 108. (2) Reactant: Cl[C:2]1[N:3]=[C:4]([NH:15][CH3:16])[C:5]2[N:11]=[C:10]([Cl:12])[N:9]=[C:8]([NH:13][CH3:14])[C:6]=2[N:7]=1.Cl.[CH2:18]([O:20][C:21](=[O:24])[CH2:22][NH2:23])[CH3:19].C(N(CC)C(C)C)(C)C.C([O-])(O)=O.[Na+]. Product: [CH2:18]([O:20][C:21](=[O:24])[CH2:22][NH:23][C:2]1[N:3]=[C:4]([NH:15][CH3:16])[C:5]2[N:11]=[C:10]([Cl:12])[N:9]=[C:8]([NH:13][CH3:14])[C:6]=2[N:7]=1)[CH3:19]. The catalyst class is: 12. (3) Reactant: [F:1][CH:2]([F:29])[C:3]1[N:8]=[CH:7][C:6]([CH2:9][O:10][C:11]2[CH:26]=[CH:25][C:14]([CH2:15][NH:16][C:17]3[C:22]([NH2:23])=[CH:21][C:20]([I:24])=[CH:19][N:18]=3)=[CH:13][C:12]=2[O:27][CH3:28])=[CH:5][CH:4]=1.F[CH:31](F)C1N=CC(COC2C=CC(CN)=CC=2OC)=CC=1.C(OCC)(OCC)OCC.O.C1(C)C=CC(S(O)(=O)=O)=CC=1. Product: [F:29][CH:2]([F:1])[C:3]1[N:8]=[CH:7][C:6]([CH2:9][O:10][C:11]2[CH:26]=[CH:25][C:14]([CH2:15][N:16]3[C:17]4=[N:18][CH:19]=[C:20]([I:24])[CH:21]=[C:22]4[N:23]=[CH:31]3)=[CH:13][C:12]=2[O:27][CH3:28])=[CH:5][CH:4]=1. The catalyst class is: 8. (4) Reactant: C(OC([N:8]1[CH2:13][CH2:12][C:11]2([CH2:18][CH2:17][C:16]([C:20]3[CH:25]=[CH:24][C:23]([Cl:26])=[C:22]([Cl:27])[CH:21]=3)(O)[CH2:15][CH2:14]2)[CH2:10][CH2:9]1)=O)(C)(C)C.C(OCC)(=O)C.[OH-].[Na+]. Product: [Cl:27][C:22]1[CH:21]=[C:20]([C:16]2[CH2:17][CH2:18][C:11]3([CH2:10][CH2:9][NH:8][CH2:13][CH2:12]3)[CH2:14][CH:15]=2)[CH:25]=[CH:24][C:23]=1[Cl:26]. The catalyst class is: 55. (5) Reactant: [CH2:1]([O:3][C:4]([N:6]1[CH2:12][CH2:11][CH2:10][CH:9]([N:13]2[CH2:18][CH2:17][CH:16]([C:19]([OH:21])=O)[CH2:15][CH2:14]2)[CH2:8][CH2:7]1)=[O:5])[CH3:2].CN(C(ON1[N:38]=[N:37][C:32]2[CH:33]=[CH:34]C=NC1=2)=[N+](C)C)C.F[P-](F)(F)(F)(F)F.[C:46](=NO)(N)C(C)C.CCN(C(C)C)C(C)C.CC[N+](S(N=C(OC)[O-])(=O)=O)(CC)CC. Product: [CH:33]([C:32]1[O:21][C:19]([CH:16]2[CH2:15][CH2:14][N:13]([CH:9]3[CH2:10][CH2:11][CH2:12][N:6]([C:4]([O:3][CH2:1][CH3:2])=[O:5])[CH2:7][CH2:8]3)[CH2:18][CH2:17]2)=[N:38][N:37]=1)([CH3:46])[CH3:34]. The catalyst class is: 3. (6) Reactant: [C:1]([CH2:5][C:6]([O:8][CH2:9][CH3:10])=[O:7])(=[O:4])[CH2:2][CH3:3].S(Cl)([Cl:14])(=O)=O. Product: [Cl:14][CH:5]([C:1](=[O:4])[CH2:2][CH3:3])[C:6]([O:8][CH2:9][CH3:10])=[O:7]. The catalyst class is: 22.